Dataset: Forward reaction prediction with 1.9M reactions from USPTO patents (1976-2016). Task: Predict the product of the given reaction. (1) Given the reactants [C:1]1([NH:7]N)[CH:6]=[CH:5][CH:4]=[CH:3][CH:2]=1.[CH3:9][O:10][C:11]1[CH:19]=[C:18]2[C:14]([CH2:15][CH2:16][C:17]2=O)=[CH:13][CH:12]=1.[OH-].[Na+], predict the reaction product. The product is: [CH3:9][O:10][C:11]1[CH:19]=[C:18]2[C:14]([CH2:15][C:16]3[C:2]4[CH:3]=[CH:4][CH:5]=[CH:6][C:1]=4[NH:7][C:17]=32)=[CH:13][CH:12]=1. (2) Given the reactants [CH3:1][N:2]1[CH2:6][CH2:5][CH:4]([OH:7])[CH2:3]1.Cl[C:9]1[CH:19]=[CH:18][C:12]([C:13]([O:15][CH2:16][CH3:17])=[O:14])=[CH:11][N:10]=1.O1CCC(OC2N=CC(C(OCC)=O)=CC=2)CC1, predict the reaction product. The product is: [CH3:1][N:2]1[CH2:6][CH2:5][CH:4]([O:7][C:9]2[N:10]=[CH:11][C:12]([C:13]([O:15][CH2:16][CH3:17])=[O:14])=[CH:18][CH:19]=2)[CH2:3]1. (3) Given the reactants [OH:1][C:2]1[CH:3]=[CH:4][C:5]([O:10][CH3:11])=[C:6]([CH:9]=1)[CH:7]=O.[NH:12]1[CH2:16][CH2:15][CH2:14][CH2:13]1.[BH-](OC(C)=O)(OC(C)=O)OC(C)=O.[Na+].OS([O-])(=O)=O.[Na+], predict the reaction product. The product is: [CH3:11][O:10][C:5]1[C:6]([CH2:7][N:12]2[CH2:16][CH2:15][CH2:14][CH2:13]2)=[CH:9][C:2]([OH:1])=[CH:3][CH:4]=1. (4) Given the reactants [Cl:1][C:2]1[CH:3]=[C:4]([N:10]2[C:14]([CH3:15])=[C:13]([CH2:16][C:17]3[CH:32]=[CH:31][C:20]([C:21]([NH:23][NH:24][C:25](=O)[C:26]([CH3:29])([CH3:28])[CH3:27])=[O:22])=[CH:19][CH:18]=3)[C:12]([CH3:33])=[N:11]2)[CH:5]=[CH:6][C:7]=1[C:8]#[N:9].O.C1(C)C=CC(S(O)(=O)=O)=CC=1, predict the reaction product. The product is: [C:26]([C:25]1[O:22][C:21]([C:20]2[CH:31]=[CH:32][C:17]([CH2:16][C:13]3[C:12]([CH3:33])=[N:11][N:10]([C:4]4[CH:5]=[CH:6][C:7]([C:8]#[N:9])=[C:2]([Cl:1])[CH:3]=4)[C:14]=3[CH3:15])=[CH:18][CH:19]=2)=[N:23][N:24]=1)([CH3:29])([CH3:28])[CH3:27]. (5) Given the reactants [F:1][C:2]1[CH:32]=[CH:31][C:5]([CH2:6][NH:7][C:8]([C:10]2[NH:11][C:12](=[O:30])[C:13]3[C:18]([CH2:19][O:20][CH2:21][C@H:22]4[CH2:27][CH2:26][C@H:25]([CH2:28][OH:29])[CH2:24][CH2:23]4)=[CH:17][S:16][C:14]=3[N:15]=2)=[O:9])=[CH:4][C:3]=1[O:33][CH3:34].[Cr](O[Cr]([O-])(=O)=O)([O-])(=O)=[O:36].[NH+]1C=CC=CC=1.[NH+]1C=CC=CC=1, predict the reaction product. The product is: [F:1][C:2]1[CH:32]=[CH:31][C:5]([CH2:6][NH:7][C:8]([C:10]2[NH:11][C:12](=[O:30])[C:13]3[C:18]([CH2:19][O:20][CH2:21][C@H:22]4[CH2:23][CH2:24][C@H:25]([C:28]([OH:36])=[O:29])[CH2:26][CH2:27]4)=[CH:17][S:16][C:14]=3[N:15]=2)=[O:9])=[CH:4][C:3]=1[O:33][CH3:34]. (6) Given the reactants [CH2:1]([O:8][CH:9]([CH:15]=O)[C:10]([O:12]CC)=O)[C:2]1[CH:7]=[CH:6][CH:5]=[CH:4][CH:3]=1.[Cl:17][C:18]1[CH:23]=[C:22]([C:24](=[NH:26])[NH2:25])[CH:21]=[CH:20][N:19]=1, predict the reaction product. The product is: [CH2:1]([O:8][C:9]1[C:10]([OH:12])=[N:25][C:24]([C:22]2[CH:21]=[CH:20][N:19]=[C:18]([Cl:17])[CH:23]=2)=[N:26][CH:15]=1)[C:2]1[CH:3]=[CH:4][CH:5]=[CH:6][CH:7]=1. (7) Given the reactants C([CH:5]1[C@@:9]([CH2:13][CH2:14][CH2:15]O)([C:10]([OH:12])=[O:11])[CH:8]([Cl:17])[C:7](=[O:18])[N:6]1[C@@H:19]([C:21]1[CH:26]=[CH:25][CH:24]=[CH:23][CH:22]=1)[CH3:20])(C)(C)C.C(Br)(Br)(Br)Br.C1(P([C:45]2[CH:50]=[CH:49]C=CC=2)C2C=CC=CC=2)C=CC=CC=1.[CH3:51][Si]([N-][Si](C)(C)C)(C)C.[Li+].[Cl-].[NH4+], predict the reaction product. The product is: [C:50]([O:12][C:10]([C@@:9]12[CH2:13][CH2:14][CH2:15][C@:8]1([Cl:17])[C:7](=[O:18])[N:6]([C@@H:19]([C:21]1[CH:22]=[CH:23][CH:24]=[CH:25][CH:26]=1)[CH3:20])[CH2:5]2)=[O:11])([CH3:49])([CH3:45])[CH3:51]. (8) Given the reactants [ClH:1].[F:2][C:3]([F:34])([F:33])[C:4]1[CH:5]=[C:6]([CH:26]=[C:27]([C:29]([F:32])([F:31])[F:30])[CH:28]=1)[CH2:7][N:8]([CH3:25])[C:9]([C@@H:11]1[CH2:16][CH2:15][NH:14][CH2:13][C@H:12]1[C:17]1[CH:22]=[CH:21][C:20]([F:23])=[CH:19][C:18]=1[CH3:24])=[O:10].[OH:35][CH2:36][C:37](=O)[CH3:38].[BH-](OC(C)=O)(OC(C)=O)OC(C)=O.[Na+].C(=O)([O-])O.[Na+].Cl.C(OCC)(=O)C, predict the reaction product. The product is: [ClH:1].[F:34][C:3]([F:2])([F:33])[C:4]1[CH:5]=[C:6]([CH:26]=[C:27]([C:29]([F:30])([F:31])[F:32])[CH:28]=1)[CH2:7][N:8]([CH3:25])[C:9]([C@@H:11]1[CH2:16][CH2:15][N:14]([CH:37]([CH3:38])[CH2:36][OH:35])[CH2:13][C@H:12]1[C:17]1[CH:22]=[CH:21][C:20]([F:23])=[CH:19][C:18]=1[CH3:24])=[O:10]. (9) Given the reactants [NH2:1][C:2]1[CH:3]=[C:4]([OH:8])[CH:5]=[CH:6][CH:7]=1.Cl[C:10]1[C:19]2[C:14](=[CH:15][C:16]([Cl:20])=[CH:17][CH:18]=2)[N:13]=[CH:12][CH:11]=1, predict the reaction product. The product is: [Cl:20][C:16]1[CH:15]=[C:14]2[C:19]([C:10]([NH:1][C:2]3[CH:3]=[C:4]([OH:8])[CH:5]=[CH:6][CH:7]=3)=[CH:11][CH:12]=[N:13]2)=[CH:18][CH:17]=1.